Task: Predict the reactants needed to synthesize the given product.. Dataset: Full USPTO retrosynthesis dataset with 1.9M reactions from patents (1976-2016) (1) The reactants are: CO[C:3](=[O:10])[CH2:4][C:5](=[O:9])[CH:6]([CH3:8])[CH3:7].[OH:11][CH:12]1[CH2:17][CH2:16][NH:15][CH2:14][CH2:13]1. Given the product [OH:11][CH:12]1[CH2:17][CH2:16][N:15]([C:3](=[O:10])[CH2:4][C:5](=[O:9])[CH:6]([CH3:7])[CH3:8])[CH2:14][CH2:13]1, predict the reactants needed to synthesize it. (2) Given the product [Cl:17][C:14]1[CH:15]=[CH:16][C:11]([C:8]2[CH:9]=[C:10]3[C:39]([N:37]([CH3:36])[CH3:38])=[C:3]([C:26](=[O:31])[C:27]([CH3:29])([CH3:28])[CH3:30])[O:4][C:5]3=[N:6][C:7]=2[C:18]2[CH:23]=[CH:22][C:21]([Cl:24])=[CH:20][C:19]=2[Cl:25])=[CH:12][CH:13]=1, predict the reactants needed to synthesize it. The reactants are: NC1[C:10]2[C:5](=[N:6][C:7]([C:18]3[CH:23]=[CH:22][C:21]([Cl:24])=[CH:20][C:19]=3[Cl:25])=[C:8]([C:11]3[CH:16]=[CH:15][C:14]([Cl:17])=[CH:13][CH:12]=3)[CH:9]=2)[O:4][C:3]=1[C:26](=[O:31])[C:27]([CH3:30])([CH3:29])[CH3:28].[H-].[Na+].IC.[CH3:36][N:37]([CH:39]=O)[CH3:38]. (3) Given the product [Cl:11][C:12]1[CH:20]=[CH:19][C:15]([C:16]2[O:1][N:2]=[C:3]([C:4]3[CH:5]=[N:6][CH:7]=[CH:8][CH:9]=3)[N:10]=2)=[CH:14][C:13]=1[F:21], predict the reactants needed to synthesize it. The reactants are: [OH:1][N:2]=[C:3]([NH2:10])[C:4]1[CH:9]=[CH:8][CH:7]=[N:6][CH:5]=1.[Cl:11][C:12]1[CH:20]=[CH:19][C:15]([C:16](O)=O)=[CH:14][C:13]=1[F:21].N. (4) Given the product [ClH:11].[Cl:11][C:4]1[CH:3]=[C:2]([NH:1][NH2:12])[CH:10]=[CH:9][C:5]=1[C:6]([OH:8])=[O:7], predict the reactants needed to synthesize it. The reactants are: [NH2:1][C:2]1[CH:10]=[CH:9][C:5]([C:6]([OH:8])=[O:7])=[C:4]([Cl:11])[CH:3]=1.[N:12]([O-])=O.[Na+].[Sn](Cl)Cl. (5) Given the product [NH:14]([C:8]1[CH:7]=[CH:6][C:5]([S:2]([NH2:1])(=[O:3])=[O:4])=[CH:13][C:9]=1[CH2:10][OH:11])[NH2:15], predict the reactants needed to synthesize it. The reactants are: [NH2:1][S:2]([C:5]1[CH:6]=[CH:7][C:8]([NH:14][NH2:15])=[C:9]([CH:13]=1)[C:10](O)=[O:11])(=[O:4])=[O:3].B.C1COCC1.CO. (6) Given the product [Cl:22][C:5]1[C:6]([NH:8][C:9]2[CH:14]=[CH:13][C:12]([O:15][CH3:16])=[CH:11][C:10]=2[NH:17][S:18]([CH3:21])(=[O:20])=[O:19])=[N:7][C:2]([NH:26][C:25]2[CH:27]=[CH:28][C:29]([F:31])=[CH:30][C:24]=2[CH3:23])=[N:3][CH:4]=1, predict the reactants needed to synthesize it. The reactants are: Cl[C:2]1[N:7]=[C:6]([NH:8][C:9]2[CH:14]=[CH:13][C:12]([O:15][CH3:16])=[CH:11][C:10]=2[NH:17][S:18]([CH3:21])(=[O:20])=[O:19])[C:5]([Cl:22])=[CH:4][N:3]=1.[CH3:23][C:24]1[CH:30]=[C:29]([F:31])[CH:28]=[CH:27][C:25]=1[NH2:26]. (7) Given the product [CH3:15][O:11][C:10]([C:6]1[CH:5]=[C:4]2[C:9](=[CH:8][CH:7]=1)[NH:1][CH:2]=[CH:3]2)=[O:12], predict the reactants needed to synthesize it. The reactants are: [NH:1]1[C:9]2[C:4](=[CH:5][C:6]([C:10]([OH:12])=[O:11])=[CH:7][CH:8]=2)[CH:3]=[CH:2]1.[N+](=[CH2:15])=[N-].